This data is from Forward reaction prediction with 1.9M reactions from USPTO patents (1976-2016). The task is: Predict the product of the given reaction. (1) Given the reactants [CH3:1][O:2][C:3]1[CH:27]=[CH:26][C:6]([CH2:7][N:8]2[CH:12]=[C:11]([C:13]3[N:14]=[C:15]([NH:18][C:19]4[N:24]=[C:23]([CH3:25])[CH:22]=[CH:21][N:20]=4)[S:16][CH:17]=3)[CH:10]=[N:9]2)=[CH:5][CH:4]=1.[Cl:28]N1C(=O)CCC1=O, predict the reaction product. The product is: [Cl:28][C:17]1[S:16][C:15]([NH:18][C:19]2[N:24]=[C:23]([CH3:25])[CH:22]=[CH:21][N:20]=2)=[N:14][C:13]=1[C:11]1[CH:10]=[N:9][N:8]([CH2:7][C:6]2[CH:5]=[CH:4][C:3]([O:2][CH3:1])=[CH:27][CH:26]=2)[CH:12]=1. (2) Given the reactants [Br:1][C:2]1[C:3]2[N:4]([C:9]([N:14]([CH2:22][CH2:23][CH3:24])C(=O)OC(C)(C)C)=[C:10]([S:12][CH3:13])[N:11]=2)[CH:5]=[C:6]([CH3:8])[CH:7]=1.Cl.C(OCC)(=O)C.[OH-].[Na+], predict the reaction product. The product is: [Br:1][C:2]1[C:3]2[N:4]([C:9]([NH:14][CH2:22][CH2:23][CH3:24])=[C:10]([S:12][CH3:13])[N:11]=2)[CH:5]=[C:6]([CH3:8])[CH:7]=1. (3) Given the reactants [CH2:1]([O:3][C:4]1[CH:5]=[C:6]([CH:26]=[CH:27][CH:28]=1)[CH2:7][C:8]1[C:17]2[C:12](=[CH:13][C:14]([O:20][CH2:21][CH2:22][OH:23])=[C:15]([O:18][CH3:19])[CH:16]=2)[C:11]([CH:24]=[O:25])=[CH:10][N:9]=1)[CH3:2].[Se](=O)=[O:30], predict the reaction product. The product is: [CH2:1]([O:3][C:4]1[CH:5]=[C:6]([CH:26]=[CH:27][CH:28]=1)[C:7]([C:8]1[C:17]2[C:12](=[CH:13][C:14]([O:20][CH2:21][CH2:22][OH:23])=[C:15]([O:18][CH3:19])[CH:16]=2)[C:11]([CH:24]=[O:25])=[CH:10][N:9]=1)=[O:30])[CH3:2].